Dataset: Forward reaction prediction with 1.9M reactions from USPTO patents (1976-2016). Task: Predict the product of the given reaction. (1) Given the reactants C(OC(=O)[N:7]([CH2:18][C:19]1[CH:24]=[CH:23][C:22]([F:25])=[C:21]([F:26])[CH:20]=1)[C:8]1[S:12][C:11]2[CH:13]=[CH:14][CH:15]=[CH:16][C:10]=2[C:9]=1[CH3:17])(C)(C)C, predict the reaction product. The product is: [F:26][C:21]1[CH:20]=[C:19]([CH:24]=[CH:23][C:22]=1[F:25])[CH2:18][NH:7][C:8]1[S:12][C:11]2[CH:13]=[CH:14][CH:15]=[CH:16][C:10]=2[C:9]=1[CH3:17]. (2) Given the reactants [OH:1][CH2:2][CH2:3][N:4]1[CH2:9][CH2:8][N:7]([C:10]2[CH:11]=[CH:12][C:13]([N+:20]([O-])=O)=[C:14]([CH:19]=2)[C:15]([NH:17][CH3:18])=[O:16])[CH2:6][CH2:5]1, predict the reaction product. The product is: [NH2:20][C:13]1[CH:12]=[CH:11][C:10]([N:7]2[CH2:8][CH2:9][N:4]([CH2:3][CH2:2][OH:1])[CH2:5][CH2:6]2)=[CH:19][C:14]=1[C:15]([NH:17][CH3:18])=[O:16]. (3) Given the reactants Cl[C:2]1[CH:7]=[CH:6][N:5]=[CH:4][C:3]=1[N+:8]([O-])=O.[CH3:11][O:12][C:13]1[CH:18]=[CH:17][C:16]([NH:19][C:20](=O)[CH3:21])=[CH:15][CH:14]=1, predict the reaction product. The product is: [CH3:11][O:12][C:13]1[CH:18]=[CH:17][C:16]([N:19]2[C:2]3[CH:7]=[CH:6][N:5]=[CH:4][C:3]=3[N:8]=[C:20]2[CH3:21])=[CH:15][CH:14]=1.